From a dataset of Catalyst prediction with 721,799 reactions and 888 catalyst types from USPTO. Predict which catalyst facilitates the given reaction. (1) Reactant: [NH2:1][C:2]1[N:7]2[CH:8]=[C:9]([CH3:11])[N:10]=[C:6]2[C:5]([C:12]([NH:14][CH2:15][CH:16]2[CH2:21][CH2:20][N:19](C[C@@H](C)CO)[CH2:18][CH2:17]2)=[O:13])=[CH:4][C:3]=1[Cl:27].C(=O)([O-])[O-].[K+].[K+].[I-].[K+].Br[CH:37]([CH3:44])[C:38](=[O:43])[C:39]([CH3:42])([CH3:41])[CH3:40]. Product: [NH2:1][C:2]1[N:7]2[CH:8]=[C:9]([CH3:11])[N:10]=[C:6]2[C:5]([C:12]([NH:14][CH2:15][CH:16]2[CH2:17][CH2:18][N:19]([CH:37]([CH3:44])[C:38](=[O:43])[C:39]([CH3:42])([CH3:41])[CH3:40])[CH2:20][CH2:21]2)=[O:13])=[CH:4][C:3]=1[Cl:27]. The catalyst class is: 9. (2) Reactant: Br[CH2:2][CH2:3][CH2:4][CH2:5][N:6]1[C:10]2[CH:11]=[CH:12][CH:13]=[CH:14][C:9]=2[N:8]([C:15]2[CH:20]=[CH:19][CH:18]=[CH:17][CH:16]=2)[S:7]1(=[O:22])=[O:21].[CH3:23][NH2:24]. Product: [O:21]=[S:7]1(=[O:22])[N:6]([CH2:5][CH2:4][CH2:3][CH2:2][NH:24][CH3:23])[C:10]2[CH:11]=[CH:12][CH:13]=[CH:14][C:9]=2[N:8]1[C:15]1[CH:20]=[CH:19][CH:18]=[CH:17][CH:16]=1. The catalyst class is: 5. (3) The catalyst class is: 19. Product: [C:1]1([C@H:13]2[C@H:17]([C:18]3[C:26]4[C:21](=[CH:22][CH:23]=[CH:24][CH:25]=4)[NH:20][CH:19]=3)[C:16](=[O:27])[N:15]([CH2:28][O:29][P:30](=[O:31])([OH:39])[OH:47])[C:14]2=[O:48])[C:11]2=[C:12]3[C:7](=[CH:8][CH:9]=[CH:10]2)[CH2:6][CH2:5][CH2:4][N:3]3[CH:2]=1. Reactant: [C:1]1([C@H:13]2[C@H:17]([C:18]3[C:26]4[C:21](=[CH:22][CH:23]=[CH:24][CH:25]=4)[NH:20][CH:19]=3)[C:16](=[O:27])[N:15]([CH2:28][O:29][P:30](=[O:47])([O:39]CC3C=CC=CC=3)[O:31]CC3C=CC=CC=3)[C:14]2=[O:48])[C:11]2=[C:12]3[C:7](=[CH:8][CH:9]=[CH:10]2)[CH2:6][CH2:5][CH2:4][N:3]3[CH:2]=1.[H][H]. (4) Reactant: ClC1C=CC=C(C(OO)=[O:9])C=1.[Cl:12][C:13]1[CH:18]=[CH:17][C:16]([CH:19]([OH:23])[CH2:20][CH:21]=[CH2:22])=[CH:15][CH:14]=1. Product: [Cl:12][C:13]1[CH:14]=[CH:15][C:16]([CH:19]([OH:23])[CH2:20][CH:21]2[CH2:22][O:9]2)=[CH:17][CH:18]=1. The catalyst class is: 781. (5) Reactant: [F:1][C:2]([F:7])([F:6])[CH2:3][CH2:4][OH:5].[H-].[Na+].Cl[C:11]1[CH:12]=[CH:13][C:14]2[N:15]([C:17]([C:20]([O:22][CH2:23][CH3:24])=[O:21])=[CH:18][N:19]=2)[N:16]=1. Product: [F:1][C:2]([F:7])([F:6])[CH2:3][CH2:4][O:5][C:11]1[CH:12]=[CH:13][C:14]2[N:15]([C:17]([C:20]([O:22][CH2:23][CH3:24])=[O:21])=[CH:18][N:19]=2)[N:16]=1. The catalyst class is: 16. (6) The catalyst class is: 5. Reactant: [Na].[CH:2]1([SH:7])[CH2:6][CH2:5][CH2:4][CH2:3]1.[N+:8]([C:11]1[CH:12]=[C:13]([CH:16]=[CH:17][CH:18]=1)[CH2:14]Cl)([O-:10])=[O:9]. Product: [CH:2]1([S:7][CH2:14][C:13]2[CH:16]=[CH:17][CH:18]=[C:11]([N+:8]([O-:10])=[O:9])[CH:12]=2)[CH2:6][CH2:5][CH2:4][CH2:3]1. (7) Reactant: Cl[C:2]1[N:11]=[C:10]([NH:12][CH2:13][CH:14]([C:20]2[CH:25]=[CH:24][N:23]=[CH:22][CH:21]=2)[C:15]2[NH:16][CH:17]=[CH:18][CH:19]=2)[C:9]2[C:4](=[CH:5][CH:6]=[CH:7][CH:8]=2)[N:3]=1.[CH3:26][C:27]1[C:32](B(O)O)=[CH:31][N:30]2[CH:36]=[CH:37][N:38]=[C:29]2[CH:28]=1.C(NC1C2C(=CC=CC=2)N=C(C2SC3C=CC=CC=3C=2)N=1)(C1C=CC=CC=1)C1C=CC=CC=1. Product: [CH3:26][C:27]1[C:32]([C:2]2[N:11]=[C:10]([NH:12][CH2:13][CH:14]([C:20]3[CH:25]=[CH:24][N:23]=[CH:22][CH:21]=3)[C:15]3[NH:16][CH:17]=[CH:18][CH:19]=3)[C:9]3[C:4](=[CH:5][CH:6]=[CH:7][CH:8]=3)[N:3]=2)=[CH:31][N:30]2[CH:36]=[CH:37][N:38]=[C:29]2[CH:28]=1. The catalyst class is: 147. (8) Reactant: [C:1]([O:5][C:6]([NH:8][C:9]1([CH3:15])[CH2:14][CH2:13][NH:12][CH2:11][CH2:10]1)=[O:7])([CH3:4])([CH3:3])[CH3:2].C(=O)([O-])[O-].[K+].[K+].Cl[C:23]1[CH:28]=[N:27][CH:26]=[CH:25][N:24]=1.O. Product: [C:1]([O:5][C:6]([NH:8][C:9]1([CH3:15])[CH2:10][CH2:11][N:12]([C:23]2[CH:28]=[N:27][CH:26]=[CH:25][N:24]=2)[CH2:13][CH2:14]1)=[O:7])([CH3:4])([CH3:2])[CH3:3]. The catalyst class is: 12. (9) Reactant: C[O:2][C:3]1[CH:11]=[C:10]2[C:6]([C:7]([CH3:12])=[N:8][NH:9]2)=[CH:5][CH:4]=1.B(Br)(Br)Br. Product: [OH:2][C:3]1[CH:11]=[C:10]2[C:6]([C:7]([CH3:12])=[N:8][NH:9]2)=[CH:5][CH:4]=1. The catalyst class is: 4. (10) Reactant: [C:1]([O:9][CH2:10][CH3:11])(=[O:8])[CH2:2][C:3]([O:5]CC)=O.[Li].[N:13]1[CH:18]=[CH:17][N:16]=[CH:15][C:14]=1C(Cl)=O.Cl. Product: [O:5]=[C:3]([C:14]1[CH:15]=[N:16][CH:17]=[CH:18][N:13]=1)[CH2:2][C:1]([O:9][CH2:10][CH3:11])=[O:8]. The catalyst class is: 1.